Task: Predict which catalyst facilitates the given reaction.. Dataset: Catalyst prediction with 721,799 reactions and 888 catalyst types from USPTO (1) Reactant: [F:1][CH:2]1[C:11]2[C:6](=[C:7]([C:12](OC)=[O:13])[CH:8]=[CH:9][CH:10]=2)[CH2:5][N:4]([C:16]([O:18][C:19]([CH3:22])([CH3:21])[CH3:20])=[O:17])[CH2:3]1.C(=O)=O.CC(C)=O.CC(C[AlH]CC(C)C)C. The catalyst class is: 1. Product: [F:1][CH:2]1[C:11]2[C:6](=[C:7]([CH2:12][OH:13])[CH:8]=[CH:9][CH:10]=2)[CH2:5][N:4]([C:16]([O:18][C:19]([CH3:22])([CH3:21])[CH3:20])=[O:17])[CH2:3]1. (2) Reactant: [CH3:1][CH2:2][O:3][C:4]([CH:6]1[C:11](=[O:12])[CH2:10][CH2:9][NH:8][CH2:7]1)=[O:5].Cl.C(=O)([O-])[O-].[K+].[K+].[C:20](O[C:20]([O:22][C:23]([CH3:26])([CH3:25])[CH3:24])=[O:21])([O:22][C:23]([CH3:26])([CH3:25])[CH3:24])=[O:21]. Product: [O:12]=[C:11]1[CH2:10][CH2:9][N:8]([C:20]([O:22][C:23]([CH3:26])([CH3:25])[CH3:24])=[O:21])[CH2:7][CH:6]1[C:4]([O:3][CH2:2][CH3:1])=[O:5]. The catalyst class is: 7. (3) Reactant: FC(F)(F)S(O[C:7]1[C:12]([CH2:13][C:14]([CH3:17])([CH3:16])[CH3:15])=[CH:11][C:10]([O:18][CH2:19][C:20]2[CH:25]=[CH:24][CH:23]=[CH:22][CH:21]=2)=[CH:9][N:8]=1)(=O)=O.[F:28][C:29]1[CH:34]=[CH:33][C:32]([O:35][CH3:36])=[CH:31][C:30]=1B(O)O.C(=O)([O-])[O-].[Na+].[Na+].O. Product: [CH2:19]([O:18][C:10]1[CH:11]=[C:12]([CH2:13][C:14]([CH3:15])([CH3:16])[CH3:17])[C:7]([C:30]2[CH:31]=[C:32]([O:35][CH3:36])[CH:33]=[CH:34][C:29]=2[F:28])=[N:8][CH:9]=1)[C:20]1[CH:21]=[CH:22][CH:23]=[CH:24][CH:25]=1. The catalyst class is: 109. (4) Reactant: [N:1]1([NH:7][C:8]([C:10]2[CH2:14][CH:13]([C:15]3[CH:20]=[CH:19][C:18]([Cl:21])=[CH:17][CH:16]=3)[N:12]([C:22]3[CH:27]=[CH:26][C:25]([Cl:28])=[CH:24][C:23]=3[Cl:29])[N:11]=2)=[O:9])[CH2:6][CH2:5][CH2:4][CH2:3][CH2:2]1.C(O)C. Product: [ClH:21].[N:1]1([NH:7][C:8]([C:10]2[CH2:14][CH:13]([C:15]3[CH:16]=[CH:17][C:18]([Cl:21])=[CH:19][CH:20]=3)[N:12]([C:22]3[CH:27]=[CH:26][C:25]([Cl:28])=[CH:24][C:23]=3[Cl:29])[N:11]=2)=[O:9])[CH2:6][CH2:5][CH2:4][CH2:3][CH2:2]1. The catalyst class is: 13. (5) Reactant: [CH3:1][O:2][C:3]1[CH:8]=[CH:7][C:6]([N:9]2[C:13]3[C:14](=[O:27])[N:15]([C:18]4[CH:23]=[CH:22][C:21]([N+:24]([O-])=O)=[CH:20][CH:19]=4)[CH2:16][CH2:17][C:12]=3[C:11]([C:28]([O:30][CH2:31][CH3:32])=[O:29])=[N:10]2)=[CH:5][CH:4]=1.[Cl-].[NH4+].C(Cl)Cl.C1CCCCC1. Product: [NH2:24][C:21]1[CH:22]=[CH:23][C:18]([N:15]2[CH2:16][CH2:17][C:12]3[C:11]([C:28]([O:30][CH2:31][CH3:32])=[O:29])=[N:10][N:9]([C:6]4[CH:7]=[CH:8][C:3]([O:2][CH3:1])=[CH:4][CH:5]=4)[C:13]=3[C:14]2=[O:27])=[CH:19][CH:20]=1. The catalyst class is: 406.